Task: Regression. Given a peptide amino acid sequence and an MHC pseudo amino acid sequence, predict their binding affinity value. This is MHC class I binding data.. Dataset: Peptide-MHC class I binding affinity with 185,985 pairs from IEDB/IMGT The peptide sequence is RTHTLRDAK. The MHC is HLA-A24:03 with pseudo-sequence HLA-A24:03. The binding affinity (normalized) is 0.431.